This data is from Catalyst prediction with 721,799 reactions and 888 catalyst types from USPTO. The task is: Predict which catalyst facilitates the given reaction. (1) Reactant: [NH2:1][C:2]1[CH:10]=[C:9]2[C:5]([CH:6]=[N:7][N:8]2[CH:11]2[CH2:16][CH2:15][N:14](C(OC(C)(C)C)=O)[CH2:13][CH2:12]2)=[CH:4][CH:3]=1.FC(F)(F)C(O)=O. Product: [NH:14]1[CH2:13][CH2:12][CH:11]([N:8]2[C:9]3[C:5](=[CH:4][CH:3]=[C:2]([NH2:1])[CH:10]=3)[CH:6]=[N:7]2)[CH2:16][CH2:15]1. The catalyst class is: 4. (2) Reactant: [NH:1]1[C:9]2[C:4](=[CH:5][CH:6]=[CH:7][CH:8]=2)[C:3](/[CH:10]=[C:11]2\[O:12][C:13]3[CH:20]=[C:19]([OH:21])[CH:18]=[CH:17][C:14]=3[C:15]\2=[O:16])=[CH:2]1.[NH:22]1[CH2:27][CH2:26][S:25][CH2:24][CH2:23]1.[CH2:28]=O. The catalyst class is: 8. Product: [NH:1]1[C:9]2[C:4](=[CH:5][CH:6]=[CH:7][CH:8]=2)[C:3](/[CH:10]=[C:11]2\[O:12][C:13]3[C:20]([CH2:28][N:22]4[CH2:27][CH2:26][S:25][CH2:24][CH2:23]4)=[C:19]([OH:21])[CH:18]=[CH:17][C:14]=3[C:15]\2=[O:16])=[CH:2]1.